The task is: Predict the product of the given reaction.. This data is from Forward reaction prediction with 1.9M reactions from USPTO patents (1976-2016). (1) Given the reactants Br[CH2:2][CH:3]1[CH2:5][CH2:4]1.C(=O)([O-])[O-].[K+].[K+].[OH:12][C:13]1[C:14]([N+:25]([O-:27])=[O:26])=[C:15]([CH:20]=[CH:21][C:22]=1[O:23][CH3:24])[C:16]([O:18][CH3:19])=[O:17], predict the reaction product. The product is: [CH:5]1([CH2:4][O:12][C:13]2[C:14]([N+:25]([O-:27])=[O:26])=[C:15]([CH:20]=[CH:21][C:22]=2[O:23][CH3:24])[C:16]([O:18][CH3:19])=[O:17])[CH2:3][CH2:2]1. (2) Given the reactants [CH2:1]([C:3]1[C:8](=[O:9])[NH:7][C:6]([CH3:10])=[C:5]([C:11]2[S:15][C:14]([S:16]([Cl:19])(=[O:18])=[O:17])=[CH:13][CH:12]=2)[CH:4]=1)[CH3:2].[N:20]1([CH2:26][CH2:27][NH2:28])[CH2:25][CH2:24][CH2:23][CH2:22][CH2:21]1, predict the reaction product. The product is: [ClH:19].[N:20]1([CH2:26][CH2:27][NH:28][S:16]([C:14]2[S:15][C:11]([C:5]3[CH:4]=[C:3]([CH2:1][CH3:2])[C:8](=[O:9])[NH:7][C:6]=3[CH3:10])=[CH:12][CH:13]=2)(=[O:18])=[O:17])[CH2:25][CH2:24][CH2:23][CH2:22][CH2:21]1. (3) Given the reactants [OH:1][CH:2]1[CH2:6][C:5]2([CH2:10][CH2:9][N:8](C(OC(C)(C)C)=O)[CH2:7]2)[O:4][CH2:3]1.[ClH:18], predict the reaction product. The product is: [ClH:18].[O:4]1[C:5]2([CH2:10][CH2:9][NH:8][CH2:7]2)[CH2:6][CH:2]([OH:1])[CH2:3]1. (4) Given the reactants [Br:1][C:2]1[CH:14]=[CH:13][CH:12]=[CH:11][C:3]=1[O:4][CH2:5][C@H:6]1[CH2:10][CH2:9][CH2:8][NH:7]1.[C:15](=O)([O-])[O-].[K+].[K+].CI, predict the reaction product. The product is: [Br:1][C:2]1[CH:14]=[CH:13][CH:12]=[CH:11][C:3]=1[O:4][CH2:5][C@H:6]1[CH2:10][CH2:9][CH2:8][N:7]1[CH3:15]. (5) Given the reactants [NH2:1][C:2]1[C:3]2[S:11][CH:10]=[C:9]([C:12]3[CH:13]=[C:14]([NH:18][S:19]([CH3:22])(=[O:21])=[O:20])[CH:15]=[CH:16][CH:17]=3)[C:4]=2[N:5]=[C:6](Cl)[N:7]=1.[CH2:23]([N:25]1[CH2:30][CH2:29][N:28]([C:31]2[N:36]=[CH:35][C:34]([NH2:37])=[CH:33][CH:32]=2)[CH2:27][CH2:26]1)[CH3:24], predict the reaction product. The product is: [NH2:1][C:2]1[C:3]2[S:11][CH:10]=[C:9]([C:12]3[CH:13]=[C:14]([NH:18][S:19]([CH3:22])(=[O:21])=[O:20])[CH:15]=[CH:16][CH:17]=3)[C:4]=2[N:5]=[C:6]([NH:37][C:34]2[CH:35]=[N:36][C:31]([N:28]3[CH2:29][CH2:30][N:25]([CH2:23][CH3:24])[CH2:26][CH2:27]3)=[CH:32][CH:33]=2)[N:7]=1. (6) The product is: [CH:11]([N:8]1[C:9]2[C:5](=[CH:4][CH:3]=[C:2]([NH:1][C:17](=[O:24])[C:18]3[CH:23]=[CH:22][CH:21]=[N:20][CH:19]=3)[CH:10]=2)[C:6]([CH3:16])([CH3:15])[C:7]1=[O:14])([CH3:12])[CH3:13]. Given the reactants [NH2:1][C:2]1[CH:10]=[C:9]2[C:5]([C:6]([CH3:16])([CH3:15])[C:7](=[O:14])[N:8]2[CH:11]([CH3:13])[CH3:12])=[CH:4][CH:3]=1.[C:17](O)(=[O:24])[C:18]1[CH:23]=[CH:22][CH:21]=[N:20][CH:19]=1, predict the reaction product. (7) Given the reactants [CH3:1][O:2][C:3]1[CH:4]=[C:5]([CH:9]2[CH2:18][CH2:17][C:12]3(OCC[O:13]3)[CH2:11][CH2:10]2)[CH:6]=[CH:7][CH:8]=1.Cl, predict the reaction product. The product is: [CH3:1][O:2][C:3]1[CH:4]=[C:5]([CH:9]2[CH2:18][CH2:17][C:12](=[O:13])[CH2:11][CH2:10]2)[CH:6]=[CH:7][CH:8]=1. (8) Given the reactants [Cl:1][C:2]1[CH:3]=[C:4]([CH:23]=[CH:24][C:25]=1[Cl:26])[CH2:5][N:6]([CH3:22])[C:7]([C:9]1[CH2:10][N:11]([CH2:16][CH:17](OC)OC)[C:12](=[O:15])[C:13]=1[OH:14])=[O:8].FC(F)(F)C(O)=O.[N:34]1[CH:39]=[CH:38][C:37]([N:40]2[CH2:45][CH2:44][NH:43][CH2:42][CH2:41]2)=[CH:36][CH:35]=1.C([BH3-])#N.[Na+], predict the reaction product. The product is: [Cl:1][C:2]1[CH:3]=[C:4]([CH:23]=[CH:24][C:25]=1[Cl:26])[CH2:5][N:6]([CH3:22])[C:7]([C:9]1[CH2:10][N:11]([CH2:16][CH2:17][N:43]2[CH2:44][CH2:45][N:40]([C:37]3[CH:38]=[CH:39][N:34]=[CH:35][CH:36]=3)[CH2:41][CH2:42]2)[C:12](=[O:15])[C:13]=1[OH:14])=[O:8]. (9) Given the reactants [OH:1][CH2:2][C:3]([CH3:9])([CH3:8])[C:4]([O:6][CH3:7])=[O:5].[H-].[Na+].Cl[CH2:13][C:14]1[CH:19]=[CH:18][C:17]([O:20][CH3:21])=[CH:16][CH:15]=1.[Cl-].[NH4+], predict the reaction product. The product is: [CH3:21][O:20][C:17]1[CH:18]=[CH:19][C:14]([CH2:13][O:1][CH2:2][C:3]([CH3:9])([CH3:8])[C:4]([O:6][CH3:7])=[O:5])=[CH:15][CH:16]=1. (10) Given the reactants [CH3:1][O:2][C:3]1[CH:4]=[C:5]([C:11]2[CH:16]=[CH:15][C:14]([C:17]3[CH:22]=[CH:21][C:20]([O:23][CH3:24])=[C:19]([O:25][CH3:26])[CH:18]=3)=[CH:13][N:12]=2)[CH:6]=[CH:7][C:8]=1[O:9][CH3:10].[Cl-].[NH+]1[CH:33]=[CH:32][CH:31]=[CH:30][CH:29]=1.BrC[CH2:36][CH2:37][CH2:38][CH2:39][CH2:40][CH2:41][CH2:42][CH2:43][CH2:44][CH2:45][CH3:46].C(=O)([O-])[O-].[K+].[K+], predict the reaction product. The product is: [CH2:1]([O:2][C:3]1[CH:4]=[C:5]([C:11]2[CH:16]=[CH:15][C:14]([C:17]3[CH:22]=[CH:21][C:20]([O:23][CH2:24][CH2:13][CH2:14][CH2:15][CH2:16][CH2:11][CH2:5][CH2:4][CH2:3][CH2:8][CH2:7][CH3:6])=[C:19]([O:25][CH2:26][CH2:46][CH2:45][CH2:44][CH2:43][CH2:42][CH2:41][CH2:40][CH2:39][CH2:38][CH2:37][CH3:36])[CH:18]=3)=[CH:13][N:12]=2)[CH:6]=[CH:7][C:8]=1[O:9][CH2:10][CH2:46][CH2:45][CH2:44][CH2:43][CH2:42][CH2:41][CH2:40][CH2:39][CH2:38][CH2:37][CH3:36])[CH2:29][CH2:30][CH2:31][CH2:32][CH2:33][CH2:21][CH2:22][CH2:17][CH2:18][CH2:19][CH3:20].